This data is from Forward reaction prediction with 1.9M reactions from USPTO patents (1976-2016). The task is: Predict the product of the given reaction. Given the reactants [O:1]=[C:2]1[C:10]2[C:5](=[CH:6][C:7]([S:11]CCC(OCC(CC)CCCC)=O)=[CH:8][CH:9]=2)[CH2:4][CH2:3]1.CC[O-].[Na+], predict the reaction product. The product is: [SH:11][C:7]1[CH:6]=[C:5]2[C:10](=[CH:9][CH:8]=1)[C:2](=[O:1])[CH2:3][CH2:4]2.